Dataset: Full USPTO retrosynthesis dataset with 1.9M reactions from patents (1976-2016). Task: Predict the reactants needed to synthesize the given product. (1) Given the product [Cl:19][C:18]1[CH:17]=[N:16][CH:15]=[C:14]([Cl:20])[C:13]=1[NH:12][C:10]1[N:9]([CH3:21])[C:8]2[CH:22]=[CH:23][C:5]([C:3]([OH:4])=[O:2])=[CH:6][C:7]=2[N:11]=1, predict the reactants needed to synthesize it. The reactants are: C[O:2][C:3]([C:5]1[CH:23]=[CH:22][C:8]2[N:9]([CH3:21])[C:10]([NH:12][C:13]3[C:18]([Cl:19])=[CH:17][N:16]=[CH:15][C:14]=3[Cl:20])=[N:11][C:7]=2[CH:6]=1)=[O:4].Cl. (2) The reactants are: [CH3:1][CH:2]([CH2:4][N:5]([S:29]([C:32]1[CH:33]=[CH:34][C:35]([NH2:38])=[CH:36][CH:37]=1)(=[O:31])=[O:30])[CH2:6][C@@H:7]([OH:28])[C@@H:8]([NH:16][C:17]([O:19][C@@H:20]1[C@@H:24]2[CH2:25][CH2:26][O:27][C@@H:23]2[O:22][CH2:21]1)=[O:18])[CH2:9][C:10]1[CH:11]=[CH:12][CH:13]=[CH:14][CH:15]=1)[CH3:3].[CH3:39][C:40]([OH:44])([CH2:42][CH3:43])[CH3:41]. Given the product [CH3:3][CH:2]([CH2:4][N:5]([S:29]([C:32]1[CH:37]=[CH:36][C:35]([NH2:38])=[CH:34][CH:33]=1)(=[O:31])=[O:30])[CH2:6][C@@H:7]([OH:28])[C@@H:8]([NH:16][C:17]([O:19][C@@H:20]1[C@@H:24]2[CH2:25][CH2:26][O:27][C@@H:23]2[O:22][CH2:21]1)=[O:18])[CH2:9][C:10]1[CH:15]=[CH:14][CH:13]=[CH:12][CH:11]=1)[CH3:1].[CH3:39][C:40]([OH:44])([CH2:42][CH3:43])[CH3:41], predict the reactants needed to synthesize it. (3) Given the product [Cl:13][C:11]1[CH:10]=[CH:9][C:8]([O:14][CH3:15])=[C:7]([C:5]2[N:6]=[CH:2][S:3][C:4]=2[NH:16][C:17]([C:19]2[CH:20]=[N:21][N:22]3[CH:27]=[CH:26][CH:25]=[N:24][C:23]=23)=[O:18])[CH:12]=1, predict the reactants needed to synthesize it. The reactants are: Br[C:2]1[S:3][C:4]([NH:16][C:17]([C:19]2[CH:20]=[N:21][N:22]3[CH:27]=[CH:26][CH:25]=[N:24][C:23]=23)=[O:18])=[C:5]([C:7]2[CH:12]=[C:11]([Cl:13])[CH:10]=[CH:9][C:8]=2[O:14][CH3:15])[N:6]=1.C([O-])=O.[Na+].CN(C=O)C. (4) Given the product [O:10]1[C@@H:9]2[O:5][CH2:6][C:7](=[O:13])[CH2:15][C@@H:8]2[CH2:12][CH2:11]1, predict the reactants needed to synthesize it. The reactants are: C[Al](C)C.[O:5]1[C@H:9]2[O:10][CH2:11][CH2:12][C@H:8]2[C:7](=[O:13])[CH2:6]1.[Si](C=[N+]=[N-])(C)(C)[CH3:15].CCCC[N+](CCCC)(CCCC)CCCC.[F-]. (5) Given the product [OH:1][C:2]1[CH:7]=[C:6]([O:8][CH3:19])[CH:5]=[CH:4][C:3]=1[C:9](=[O:18])[CH2:10][C:11]1[CH:12]=[CH:13][C:14]([CH3:17])=[CH:15][CH:16]=1, predict the reactants needed to synthesize it. The reactants are: [OH:1][C:2]1[CH:7]=[C:6]([OH:8])[CH:5]=[CH:4][C:3]=1[C:9](=[O:18])[CH2:10][C:11]1[CH:16]=[CH:15][C:14]([CH3:17])=[CH:13][CH:12]=1.[CH3:19]O. (6) Given the product [F:22][C:2]([F:1])([F:21])[C@@H:3]([C:5]1[CH:10]=[CH:9][C:8]([S:11]([CH3:14])(=[O:13])=[O:12])=[CH:7][C:6]=1[C:15]1[CH:16]=[CH:17][CH:18]=[CH:19][CH:20]=1)[OH:4], predict the reactants needed to synthesize it. The reactants are: [F:1][C:2]([F:22])([F:21])[C:3]([C:5]1[CH:10]=[CH:9][C:8]([S:11]([CH3:14])(=[O:13])=[O:12])=[CH:7][C:6]=1[C:15]1[CH:20]=[CH:19][CH:18]=[CH:17][CH:16]=1)=[O:4].BrC1C=CC([C@@H](O)C(F)(F)F)=C(N2C=CC(C)=N2)C=1.